The task is: Predict the reactants needed to synthesize the given product.. This data is from Full USPTO retrosynthesis dataset with 1.9M reactions from patents (1976-2016). Given the product [CH2:1]([O:3][C:4]1[CH:5]=[C:6]2[C:7](=[CH:8][C:9]=1[O:10][CH2:11][CH3:12])[CH:28]=[N:27][CH:14]([CH2:15][N:16]1[C:24](=[O:25])[C:23]3[C:18](=[CH:19][CH:20]=[CH:21][CH:22]=3)[C:17]1=[O:26])[CH2:13]2)[CH3:2], predict the reactants needed to synthesize it. The reactants are: [CH2:1]([O:3][C:4]1[CH:5]=[C:6]([CH2:13][CH:14]([NH:27][CH:28]=O)[CH2:15][N:16]2[C:24](=[O:25])[C:23]3[C:18](=[CH:19][CH:20]=[CH:21][CH:22]=3)[C:17]2=[O:26])[CH:7]=[CH:8][C:9]=1[O:10][CH2:11][CH3:12])[CH3:2].O=P(Cl)(Cl)Cl.